Task: Predict the reactants needed to synthesize the given product.. Dataset: Full USPTO retrosynthesis dataset with 1.9M reactions from patents (1976-2016) Given the product [CH3:16][O:17][C:18]1[CH:19]=[C:20]([N:24]2[CH2:29][CH2:28][N:27]([C:9]([O:11][C:12]([CH3:13])([CH3:14])[CH3:15])=[O:10])[CH2:26][CH2:25]2)[CH:21]=[CH:22][CH:23]=1, predict the reactants needed to synthesize it. The reactants are: [C:9](O[C:9]([O:11][C:12]([CH3:15])([CH3:14])[CH3:13])=[O:10])([O:11][C:12]([CH3:15])([CH3:14])[CH3:13])=[O:10].[CH3:16][O:17][C:18]1[CH:19]=[C:20]([N:24]2[CH2:29][CH2:28][NH:27][CH2:26][CH2:25]2)[CH:21]=[CH:22][CH:23]=1.C(N(CC)CC)C.